From a dataset of Reaction yield outcomes from USPTO patents with 853,638 reactions. Predict the reaction yield, written as a fraction of the theoretical maximum amount of product (1.0 means a 100% yield; for example, 0.34 means a 34% yield). (1) The reactants are [C:1]([C:3]1[CH:10]=[CH:9][C:6]([CH2:7][OH:8])=[CH:5][CH:4]=1)#[N:2].[N:11]([C:14]1[CH:23]=[CH:22][CH:21]=[C:20]2[C:15]=1[CH:16]=[CH:17][N:18]=[CH:19]2)=[C:12]=[O:13]. No catalyst specified. The product is [CH:19]1[C:20]2[C:15](=[C:14]([NH:11][C:12](=[O:13])[O:8][CH2:7][C:6]3[CH:9]=[CH:10][C:3]([C:1]#[N:2])=[CH:4][CH:5]=3)[CH:23]=[CH:22][CH:21]=2)[CH:16]=[CH:17][N:18]=1. The yield is 0.440. (2) The reactants are [Br:1][C:2]1[CH:3]=[C:4]([CH:8]=[O:9])[CH:5]=[N:6][CH:7]=1.[C:10]12(CS(O)(=O)=O)C(C)(C)C(CC1)C[C:11]2=[O:12]. The catalyst is C1C=CC=CC=1. The product is [Br:1][C:2]1[CH:7]=[N:6][CH:5]=[C:4]([CH:8]2[O:12][CH2:11][CH2:10][O:9]2)[CH:3]=1. The yield is 1.00. (3) The reactants are NC1(C2C=CC(C3C(=O)C4C(=CC=C(F)C=4)OC=3C3C=CC=CC=3)=CC=2)CCC1.C(OC(=O)[NH:36][C:37]1([C:41]2[CH:46]=[CH:45][C:44]([C:47]3[C:48](=[O:67])[C:49]4[C:50]([O:59][C:60]=3[C:61]3[CH:66]=[CH:65][CH:64]=[CH:63][CH:62]=3)=[C:51]3[C:55](=[CH:56][CH:57]=4)[N:54]([CH3:58])[N:53]=[CH:52]3)=[CH:43][CH:42]=2)[CH2:40][CH2:39][CH2:38]1)(C)(C)C. No catalyst specified. The product is [NH2:36][C:37]1([C:41]2[CH:46]=[CH:45][C:44]([C:47]3[C:48](=[O:67])[C:49]4[C:50]([O:59][C:60]=3[C:61]3[CH:62]=[CH:63][CH:64]=[CH:65][CH:66]=3)=[C:51]3[C:55](=[CH:56][CH:57]=4)[N:54]([CH3:58])[N:53]=[CH:52]3)=[CH:43][CH:42]=2)[CH2:38][CH2:39][CH2:40]1. The yield is 0.840. (4) The reactants are [CH3:1][C:2]([NH:5][CH2:6][C:7]([NH:9][C:10]1[CH:11]=[C:12]([N:40]([CH3:42])[CH3:41])[C:13]2[CH2:25][C@@H:24]3[C:19](=[C:20]([OH:39])[C@:21]4([OH:38])[C:29](=[O:30])[C:28]([C:31]([NH2:33])=[O:32])=[C:27]([OH:34])[C@@H:26]([N:35]([CH3:37])[CH3:36])[C@@H:22]4[CH2:23]3)[C:17](=[O:18])[C:14]=2[C:15]=1[OH:16])=[O:8])([CH3:4])[CH3:3].[ClH:43]. The catalyst is C(C(C)=O)C. The product is [CH3:4][C:2]([NH:5][CH2:6][C:7]([NH:9][C:10]1[CH:11]=[C:12]([N:40]([CH3:42])[CH3:41])[C:13]2[CH2:25][C@@H:24]3[C:19](=[C:17]([OH:18])[C:14]=2[C:15]=1[OH:16])[C:20](=[O:39])[C@@:21]1([OH:38])[C@H:22]([C@H:26]([N:35]([CH3:36])[CH3:37])[C:27]([C:28]([C:31]([NH2:33])=[O:32])=[C:29]1[OH:30])=[O:34])[CH2:23]3)=[O:8])([CH3:1])[CH3:3].[ClH:43]. The yield is 0.820. (5) The reactants are [Cl:1][C:2]1[CH:3]=[C:4]2[C:13](=[C:14]3[C:19]=1[CH:18]=[CH:17][CH:16]=[N:15]3)[NH:12][S:11](=[O:21])(=[O:20])[C:10]1[C:5]2=[CH:6][C:7](F)=[CH:8][CH:9]=1.[NH2:23][CH:24]([CH2:27][OH:28])[CH2:25][OH:26]. The catalyst is CN1C(=O)CCC1. The product is [Cl:1][C:2]1[CH:3]=[C:4]2[C:13](=[C:14]3[C:19]=1[CH:18]=[CH:17][CH:16]=[N:15]3)[NH:12][S:11](=[O:21])(=[O:20])[C:10]1[C:5]2=[CH:6][C:7]([NH:23][CH:24]([CH2:27][OH:28])[CH2:25][OH:26])=[CH:8][CH:9]=1. The yield is 0.540. (6) The reactants are O.[C:2]([OH:6])(=[O:5])[CH:3]=O.Cl.N1CCOCC1.O1CCOCC1.[F:20][C:21]([F:27])([F:26])[CH2:22][CH2:23][CH:24]=[O:25]. The catalyst is C(OC)(C)(C)C.O. The product is [OH:25][CH:24]1[O:6][C:2](=[O:5])[CH:3]=[C:23]1[CH2:22][C:21]([F:27])([F:26])[F:20]. The yield is 0.810. (7) The reactants are [Br:1][C:2]1[CH:20]=[CH:19][C:5]2[O:6][CH2:7][CH2:8][C:9]3[N:10]([N:11]=[C:12]([C:14](OCC)=[O:15])[CH:13]=3)[C:4]=2[CH:3]=1.[NH3:21]. No catalyst specified. The product is [Br:1][C:2]1[CH:20]=[CH:19][C:5]2[O:6][CH2:7][CH2:8][C:9]3[N:10]([N:11]=[C:12]([C:14]([NH2:21])=[O:15])[CH:13]=3)[C:4]=2[CH:3]=1. The yield is 0.890. (8) The reactants are Br[C:2]1[C:7]([F:8])=[CH:6][CH:5]=[CH:4][C:3]=1[NH:9][C:10](=[O:14])[CH2:11][CH2:12][CH3:13].[CH3:15][C:16]([CH3:21])([CH3:20])[C:17]#[C:18]C. The catalyst is CCN(CC)CC.[Cu]I.Cl[Pd](Cl)([P](C1C=CC=CC=1)(C1C=CC=CC=1)C1C=CC=CC=1)[P](C1C=CC=CC=1)(C1C=CC=CC=1)C1C=CC=CC=1. The product is [CH3:15][C:16]([CH3:21])([CH3:20])[C:17]#[C:18][C:2]1[C:7]([F:8])=[CH:6][CH:5]=[CH:4][C:3]=1[NH:9][C:10](=[O:14])[CH2:11][CH2:12][CH3:13]. The yield is 0.550. (9) The reactants are [C:1]([C:5]1[CH:10]=[CH:9][C:8]([S:11][C:12]2[CH:17]=[CH:16][C:15]([NH:18][C:19](=[O:30])[C:20]3[CH:25]=[CH:24][CH:23]=[C:22]([C:26]([F:29])([F:28])[F:27])[CH:21]=3)=[CH:14][C:13]=2[N+:31]([O-])=O)=[CH:7][CH:6]=1)([CH3:4])([CH3:3])[CH3:2].[NH4+].[Cl-]. The catalyst is [Fe]. The product is [NH2:31][C:13]1[CH:14]=[C:15]([NH:18][C:19](=[O:30])[C:20]2[CH:25]=[CH:24][CH:23]=[C:22]([C:26]([F:29])([F:27])[F:28])[CH:21]=2)[CH:16]=[CH:17][C:12]=1[S:11][C:8]1[CH:9]=[CH:10][C:5]([C:1]([CH3:3])([CH3:4])[CH3:2])=[CH:6][CH:7]=1. The yield is 0.700.